This data is from Reaction yield outcomes from USPTO patents with 853,638 reactions. The task is: Predict the reaction yield, written as a fraction of the theoretical maximum amount of product (1.0 means a 100% yield; for example, 0.34 means a 34% yield). (1) The reactants are [F:1][C:2]1[C:3]([NH:26][C:27]2[CH:32]=[CH:31][C:30]([I:33])=[CH:29][C:28]=2[F:34])=[C:4]([CH:12]=[C:13](/[CH:16]=[N:17]/[O:18][CH2:19][CH2:20][CH2:21][C:22](=[O:25])[NH:23][CH3:24])[C:14]=1[F:15])[C:5]([NH:7][O:8][CH2:9][CH2:10][OH:11])=[O:6].ClCCl.ClC(Cl)C(O)=O. The catalyst is C(OCC)(=O)C. The yield is 0.650. The product is [F:1][C:2]1[C:3]([NH:26][C:27]2[CH:32]=[CH:31][C:30]([I:33])=[CH:29][C:28]=2[F:34])=[C:4]([CH:12]=[C:13]([CH2:16][NH:17][O:18][CH2:19][CH2:20][CH2:21][C:22](=[O:25])[NH:23][CH3:24])[C:14]=1[F:15])[C:5]([NH:7][O:8][CH2:9][CH2:10][OH:11])=[O:6]. (2) The reactants are [NH2:1][CH:2]([CH3:18])[CH2:3][N:4]1[CH:8]=[CH:7][C:6]([C:9]2[CH:16]=[CH:15][C:12]([C:13]#[N:14])=[C:11]([Cl:17])[CH:10]=2)=[N:5]1.[C:19]([O:23][C:24]([N:26]1[CH2:31][CH2:30][CH:29]([C:32]2[S:33][CH:34]=[C:35]([C:37](O)=[O:38])[N:36]=2)[CH2:28][CH2:27]1)=[O:25])([CH3:22])([CH3:21])[CH3:20]. No catalyst specified. The product is [Cl:17][C:11]1[CH:10]=[C:9]([C:6]2[CH:7]=[CH:8][N:4]([CH2:3][C@@H:2]([NH:1][C:37]([C:35]3[N:36]=[C:32]([CH:29]4[CH2:28][CH2:27][N:26]([C:24]([O:23][C:19]([CH3:22])([CH3:21])[CH3:20])=[O:25])[CH2:31][CH2:30]4)[S:33][CH:34]=3)=[O:38])[CH3:18])[N:5]=2)[CH:16]=[CH:15][C:12]=1[C:13]#[N:14]. The yield is 0.339. (3) The yield is 0.340. The reactants are C([O:8][C:9]1[CH:14]=[C:13]([F:15])[CH:12]=[CH:11][C:10]=1[CH:16]([C:18]1[CH:23]=[CH:22][C:21]([O:24][CH3:25])=[CH:20][CH:19]=1)O)C1C=CC=CC=1.Cl. The product is [CH3:25][O:24][C:21]1[CH:20]=[CH:19][C:18]([CH2:16][C:10]2[CH:11]=[CH:12][C:13]([F:15])=[CH:14][C:9]=2[OH:8])=[CH:23][CH:22]=1. The catalyst is CO.[OH-].[Pd+2].[OH-]. (4) The reactants are [Cl:1][C:2]1[N:7]=[N:6][C:5]([C:8](OCC)=[O:9])=[C:4]([NH:13][C:14]2[CH:19]=[CH:18][CH:17]=[C:16]([C:20]([C:23]#[N:24])([CH3:22])[CH3:21])[N:15]=2)[CH:3]=1.CO.[NH3:27]. No catalyst specified. The product is [Cl:1][C:2]1[N:7]=[N:6][C:5]([C:8]([NH2:27])=[O:9])=[C:4]([NH:13][C:14]2[CH:19]=[CH:18][CH:17]=[C:16]([C:20]([C:23]#[N:24])([CH3:22])[CH3:21])[N:15]=2)[CH:3]=1. The yield is 0.801. (5) The reactants are [C:1]1([C:7]2([C:17]3[CH:22]=[CH:21][CH:20]=[CH:19][CH:18]=3)[CH:11]3[CH2:12][NH:13][CH2:14][CH2:15][N:10]3[C:9](=[O:16])[O:8]2)[CH:6]=[CH:5][CH:4]=[CH:3][CH:2]=1.N1C=CC=CC=1.[F:29][C:30]1[CH:35]=[CH:34][C:33](/[CH:36]=[CH:37]/[S:38](Cl)(=[O:40])=[O:39])=[CH:32][CH:31]=1. The catalyst is C(Cl)(Cl)Cl. The product is [F:29][C:30]1[CH:31]=[CH:32][C:33](/[CH:36]=[CH:37]/[S:38]([N:13]2[CH2:14][CH2:15][N:10]3[C:9](=[O:16])[O:8][C:7]([C:1]4[CH:6]=[CH:5][CH:4]=[CH:3][CH:2]=4)([C:17]4[CH:18]=[CH:19][CH:20]=[CH:21][CH:22]=4)[CH:11]3[CH2:12]2)(=[O:40])=[O:39])=[CH:34][CH:35]=1. The yield is 0.640. (6) The reactants are [C:1]([C:3]1[CH:4]=[C:5]2[C:10](=[CH:11][C:12]=1[O:13][C:14]1[CH:19]=[CH:18][C:17]([C:20](=[O:32])[NH:21][CH2:22][CH:23]3[CH2:31][C:30]4[C:25](=[CH:26][CH:27]=[CH:28][CH:29]=4)[CH2:24]3)=[CH:16][CH:15]=1)[O:9][CH2:8][CH2:7][CH:6]2[C:33]([O:35]C)=[O:34])#[N:2].C(C1C=C2C(=CC=1OC1C=CC(C(O)=O)=CC=1)OCCC2C(OC)=O)#N. No catalyst specified. The product is [C:1]([C:3]1[CH:4]=[C:5]2[C:10](=[CH:11][C:12]=1[O:13][C:14]1[CH:15]=[CH:16][C:17]([C:20](=[O:32])[NH:21][CH2:22][CH:23]3[CH2:31][C:30]4[C:25](=[CH:26][CH:27]=[CH:28][CH:29]=4)[CH2:24]3)=[CH:18][CH:19]=1)[O:9][CH2:8][CH2:7][CH:6]2[C:33]([OH:35])=[O:34])#[N:2]. The yield is 0.990.